From a dataset of Forward reaction prediction with 1.9M reactions from USPTO patents (1976-2016). Predict the product of the given reaction. (1) The product is: [NH2:13][C:12]1[O:28][C:27]2[N:23]([CH3:22])[N:24]=[C:25]([CH3:29])[C:26]=2[CH:6]([C:5]2[CH:8]=[CH:9][C:2]([F:1])=[CH:3][CH:4]=2)[C:11]=1[C:10]#[N:14]. Given the reactants [F:1][C:2]1[CH:9]=[CH:8][C:5]([CH:6]=O)=[CH:4][CH:3]=1.[C:10](#[N:14])[CH2:11][C:12]#[N:13].C(N(CC)CC)C.[CH3:22][N:23]1[C:27](=[O:28])[CH2:26][C:25]([CH3:29])=[N:24]1, predict the reaction product. (2) Given the reactants C([O:3][C:4]([C@@H:6]1[CH2:8][C@H:7]1[C:9]1[CH:14]=[CH:13][CH:12]=[CH:11][CH:10]=1)=[O:5])C.[OH-].[K+].O, predict the reaction product. The product is: [C:9]1([C@@H:7]2[CH2:8][C@H:6]2[C:4]([OH:5])=[O:3])[CH:14]=[CH:13][CH:12]=[CH:11][CH:10]=1.